Dataset: Forward reaction prediction with 1.9M reactions from USPTO patents (1976-2016). Task: Predict the product of the given reaction. (1) Given the reactants [CH3:1][C:2]([S:5]([NH2:7])=[O:6])([CH3:4])[CH3:3].[F:8][C:9]1[CH:14]=[CH:13][C:12]([N+:15]([O-:17])=[O:16])=[CH:11][C:10]=1[C:18](=O)[CH3:19].C1COCC1.CCOC(C)=O, predict the reaction product. The product is: [F:8][C:9]1[CH:14]=[CH:13][C:12]([N+:15]([O-:17])=[O:16])=[CH:11][C:10]=1[C:18](=[N:7][S:5]([C:2]([CH3:4])([CH3:3])[CH3:1])=[O:6])[CH3:19]. (2) The product is: [N:5]1[CH:6]=[CH:7][CH:2]=[CH:3][C:4]=1[C:8]1[NH:9][C:10]([C:15]2[CH:20]=[CH:19][CH:18]=[CH:17][N:16]=2)=[CH:11][C:12](=[O:14])[CH:13]=1. Given the reactants Cl[C:2]1[CH:7]=[CH:6][N:5]=[C:4]([C:8]2[NH:9][C:10]([C:15]3[CH:20]=[C:19](Cl)[CH:18]=[CH:17][N:16]=3)=[CH:11][C:12](=[O:14])[CH:13]=2)[CH:3]=1.OCCN1CCNCC1, predict the reaction product. (3) Given the reactants [C:1]1([CH:7]([N:14]2[CH2:17][CH:16]([CH2:18][OH:19])[CH2:15]2)[C:8]2[CH:13]=[CH:12][CH:11]=[CH:10][CH:9]=2)[CH:6]=[CH:5][CH:4]=[CH:3][CH:2]=1.C(N(CC)CC)C.[CH3:27][S:28](Cl)(=[O:30])=[O:29], predict the reaction product. The product is: [C:1]1([CH:7]([N:14]2[CH2:17][CH:16]([CH2:18][O:19][S:28]([CH3:27])(=[O:30])=[O:29])[CH2:15]2)[C:8]2[CH:13]=[CH:12][CH:11]=[CH:10][CH:9]=2)[CH:6]=[CH:5][CH:4]=[CH:3][CH:2]=1. (4) Given the reactants Br[C:2]1[CH:19]=[CH:18][C:5]2[CH:6]3[CH2:17][CH:8]([C:9]4[S:13][C:12]([C:14]([NH2:16])=[O:15])=[N:11][C:10]=4[C:4]=2[CH:3]=1)[CH2:7]3.[C:20]([C@:22]1([OH:29])[CH2:26][CH2:25][N:24]([CH3:27])[C:23]1=[O:28])#[CH:21], predict the reaction product. The product is: [OH:29][C@@:22]1([C:20]#[C:21][C:2]2[CH:19]=[CH:18][C:5]3[CH:6]4[CH2:17][CH:8]([C:9]5[S:13][C:12]([C:14]([NH2:16])=[O:15])=[N:11][C:10]=5[C:4]=3[CH:3]=2)[CH2:7]4)[CH2:26][CH2:25][N:24]([CH3:27])[C:23]1=[O:28]. (5) Given the reactants C(C1N=C(OCC)C(C2N(C(Cl)=O)[C@@](C3C=CC(Cl)=CC=3)(C)[C@@](C3C=CC(Cl)=CC=3)(C)N=2)=C[N:6]=1)(C)(C)C.[C:38]([C:42]1[N:47]=[CH:46][C:45]([C:48]2[N:49]([C:69]([N:71]3[CH2:76][CH2:75][CH:74]([CH2:77][S:78]([CH3:81])(=[O:80])=[O:79])[CH2:73][CH2:72]3)=[O:70])[C@@:50]([C:62]3[CH:67]=[CH:66][C:65]([Cl:68])=[CH:64][CH:63]=3)([CH3:61])[C@@:51]([C:54]3[CH:59]=[CH:58][C:57]([Cl:60])=[CH:56][CH:55]=3)([CH3:53])[N:52]=2)=[C:44]([O:82][CH2:83][CH3:84])C=1)([CH3:41])([CH3:40])[CH3:39], predict the reaction product. The product is: [C:38]([C:42]1[N:6]=[C:44]([O:82][CH2:83][CH3:84])[C:45]([C:48]2[N:49]([C:69]([N:71]3[CH2:72][CH2:73][CH:74]([CH2:77][S:78]([CH3:81])(=[O:80])=[O:79])[CH2:75][CH2:76]3)=[O:70])[C@@:50]([C:62]3[CH:67]=[CH:66][C:65]([Cl:68])=[CH:64][CH:63]=3)([CH3:61])[C@@:51]([C:54]3[CH:59]=[CH:58][C:57]([Cl:60])=[CH:56][CH:55]=3)([CH3:53])[N:52]=2)=[CH:46][N:47]=1)([CH3:40])([CH3:41])[CH3:39]. (6) Given the reactants [CH2:1]([O:8][CH2:9][N:10]1[C:18]2[C:17]([NH2:19])=[N:16][C:15]([CH2:20][CH2:21][CH2:22][CH3:23])=[N:14][C:13]=2[C:12]([C:24]#[C:25][CH2:26][CH2:27][CH2:28]Cl)=[CH:11]1)[C:2]1[CH:7]=[CH:6][CH:5]=[CH:4][CH:3]=1.Cl.[F:31][C:32]1([F:38])[CH2:37][CH2:36][NH:35][CH2:34][CH2:33]1.C(N(CC)CC)C, predict the reaction product. The product is: [CH2:1]([O:8][CH2:9][N:10]1[C:18]2[C:17]([NH2:19])=[N:16][C:15]([CH2:20][CH2:21][CH2:22][CH3:23])=[N:14][C:13]=2[C:12]([C:24]#[C:25][CH2:26][CH2:27][CH2:28][N:35]2[CH2:36][CH2:37][C:32]([F:38])([F:31])[CH2:33][CH2:34]2)=[CH:11]1)[C:2]1[CH:7]=[CH:6][CH:5]=[CH:4][CH:3]=1. (7) Given the reactants [Br:1][C:2]1[N:6]([C@H:7]2[O:20][CH2:19][C@@H:14]([O:15]C(=O)C)[C@@H:9]([O:10]C(=O)C)[CH2:8]2)[C:5]2[CH:21]=[C:22]([Cl:26])[C:23]([Cl:25])=[CH:24][C:4]=2[N:3]=1.C(=O)([O-])[O-].[Na+].[Na+], predict the reaction product. The product is: [Br:1][C:2]1[N:6]([C@H:7]2[O:20][CH2:19][C@@H:14]([OH:15])[C@@H:9]([OH:10])[CH2:8]2)[C:5]2[CH:21]=[C:22]([Cl:26])[C:23]([Cl:25])=[CH:24][C:4]=2[N:3]=1. (8) Given the reactants [CH:1]([C:4]1[CH:43]=[CH:42][C:7]([O:8][CH:9]([CH2:15][C:16]2[CH:21]=[CH:20][C:19]([O:22][CH2:23][CH2:24][NH:25][C:26]([C:28]3[CH:33]=[CH:32][C:31]([C:34]4[CH:39]=[CH:38][CH:37]=[CH:36][C:35]=4[O:40][CH3:41])=[CH:30][CH:29]=3)=[O:27])=[CH:18][CH:17]=2)[C:10]([O:12]CC)=[O:11])=[CH:6][CH:5]=1)([CH3:3])[CH3:2].[OH-].[Na+:45], predict the reaction product. The product is: [CH:1]([C:4]1[CH:5]=[CH:6][C:7]([O:8][CH:9]([CH2:15][C:16]2[CH:21]=[CH:20][C:19]([O:22][CH2:23][CH2:24][NH:25][C:26]([C:28]3[CH:29]=[CH:30][C:31]([C:34]4[CH:39]=[CH:38][CH:37]=[CH:36][C:35]=4[O:40][CH3:41])=[CH:32][CH:33]=3)=[O:27])=[CH:18][CH:17]=2)[C:10]([O-:12])=[O:11])=[CH:42][CH:43]=1)([CH3:3])[CH3:2].[Na+:45]. (9) Given the reactants [OH:1][C:2]([CH3:26])([CH3:25])[C@H:3]([NH:17]C(=O)OC(C)(C)C)[C:4]1[CH:9]=[CH:8][C:7]([O:10][CH2:11][CH:12]([CH3:16])[CH2:13][CH2:14][CH3:15])=[CH:6][CH:5]=1.C(O)(C(F)(F)F)=O, predict the reaction product. The product is: [NH2:17][C@H:3]([C:4]1[CH:5]=[CH:6][C:7]([O:10][CH2:11][CH:12]([CH3:16])[CH2:13][CH2:14][CH3:15])=[CH:8][CH:9]=1)[C:2]([CH3:26])([OH:1])[CH3:25]. (10) Given the reactants [CH2:1]1[CH2:5][N:4]([C:6]2[CH:11]=[CH:10][C:9](C=O)=[CH:8][CH:7]=2)[CH2:3][CH2:2]1.[NH2:14][CH2:15][C:16]1[CH:23]=[CH:22][C:19]([C:20]#[N:21])=[CH:18][CH:17]=1.CO.[O:26]1[CH2:31][CH2:30][O:29][CH2:28]C1, predict the reaction product. The product is: [C:20]([C:19]1[CH:22]=[CH:23][C:16]([CH2:15][NH:14][C:31](=[O:26])[CH:30]([O:29][CH3:28])[C:9]2[CH:8]=[CH:7][C:6]([N:4]3[CH2:3][CH2:2][CH2:1][CH2:5]3)=[CH:11][CH:10]=2)=[CH:17][CH:18]=1)#[N:21].